From a dataset of Catalyst prediction with 721,799 reactions and 888 catalyst types from USPTO. Predict which catalyst facilitates the given reaction. (1) Reactant: [Cl:1][C:2]1[CH:7]=[C:6]([Cl:8])[CH:5]=[CH:4][C:3]=1[C:9]#[C:10][C:11]([OH:13])=O.S(Cl)([Cl:16])=O. Product: [Cl:1][C:2]1[CH:7]=[C:6]([Cl:8])[CH:5]=[CH:4][C:3]=1[C:9]#[C:10][C:11]([Cl:16])=[O:13]. The catalyst class is: 11. (2) Reactant: [NH2:1][C@H:2]([CH2:6][OH:7])[CH:3]([CH3:5])[CH3:4].[S:8]1[CH:12]=[CH:11][CH:10]=[C:9]1[CH:13]=O. Product: [CH:3]([C@H:2]1[CH2:6][O:7][CH:13]([C:9]2[S:8][CH:12]=[CH:11][CH:10]=2)[NH:1]1)([CH3:5])[CH3:4]. The catalyst class is: 22.